Dataset: Full USPTO retrosynthesis dataset with 1.9M reactions from patents (1976-2016). Task: Predict the reactants needed to synthesize the given product. (1) Given the product [NH:1]1[CH:5]=[N:4][C:3]([C:6]2[CH:14]=[C:13]([O:66][CH2:65][C:61]3[CH:60]=[N:59][CH:64]=[CH:63][CH:62]=3)[CH:12]=[C:8]([C:9]3[C:21]4[C:22](=[CH:23][CH:24]=[CH:25][CH:26]=4)[NH:11][N:10]=3)[CH:7]=2)=[N:2]1, predict the reactants needed to synthesize it. The reactants are: [NH:1]1[CH:5]=[N:4][C:3]([C:6]2[CH:7]=[C:8]3[C:12](=[CH:13][CH:14]=2)[N:11](C2CCCCO2)[N:10]=[C:9]3[C:21]2[CH:22]=[C:23](O)[CH:24]=[CH:25][CH:26]=2)=[N:2]1.C1(P(C2C=CC=CC=2)C2C=CC=CC=2)C=CC=CC=1.N(C(OCC)=O)=NC(OCC)=O.[N:59]1[CH:64]=[CH:63][CH:62]=[C:61]([CH2:65][OH:66])[CH:60]=1.Cl. (2) Given the product [CH3:9][C:10]1[CH:11]=[C:12]([C:2]2[CH:7]=[C:6]([C:14]3[CH:13]=[CH:12][CH:11]=[C:10]([CH3:9])[CH:15]=3)[N:5]=[CH:4][N:3]=2)[CH:13]=[CH:14][CH:15]=1, predict the reactants needed to synthesize it. The reactants are: Cl[C:2]1[CH:7]=[C:6](Cl)[N:5]=[CH:4][N:3]=1.[CH3:9][C:10]1[CH:11]=[C:12](B(O)O)[CH:13]=[CH:14][CH:15]=1.C(=O)([O-])[O-].[Na+].[Na+]. (3) Given the product [Cl:17][CH2:16][CH2:15][CH2:14][CH2:13][C:2]1([C:7]([O:9][CH2:10][CH3:11])=[O:8])[S:3][CH2:4][CH2:5][CH2:6][S:1]1, predict the reactants needed to synthesize it. The reactants are: [S:1]1[CH2:6][CH2:5][CH2:4][S:3][CH:2]1[C:7]([O:9][CH2:10][CH3:11])=[O:8].Br[CH2:13][CH2:14][CH2:15][CH2:16][Cl:17].[H-].[Na+]. (4) Given the product [Cl:16][C:13]1[CH:14]=[CH:15][C:10]([CH:9]2[C:8]([CH3:18])([CH3:17])[NH:7][C:6](=[O:19])[C:5]3[S:20][C:2]([C:24]4[CH:25]=[CH:26][N:21]=[CH:22][CH:23]=4)=[CH:3][C:4]2=3)=[CH:11][CH:12]=1, predict the reactants needed to synthesize it. The reactants are: Br[C:2]1[S:20][C:5]2[C:6](=[O:19])[NH:7][C:8]([CH3:18])([CH3:17])[CH:9]([C:10]3[CH:15]=[CH:14][C:13]([Cl:16])=[CH:12][CH:11]=3)[C:4]=2[CH:3]=1.[N:21]1[CH:26]=[CH:25][C:24](B(O)O)=[CH:23][CH:22]=1.C(=O)([O-])[O-].[Cs+].[Cs+].